From a dataset of Forward reaction prediction with 1.9M reactions from USPTO patents (1976-2016). Predict the product of the given reaction. (1) Given the reactants C([NH:4][C:5]1[CH:13]=[CH:12][C:8]([C:9]([OH:11])=[O:10])=[C:7]([CH3:14])[CH:6]=1)(=O)C.[N+:15]([O-])([OH:17])=[O:16], predict the reaction product. The product is: [NH2:4][C:5]1[CH:13]=[CH:12][C:8]([C:9]([OH:11])=[O:10])=[C:7]([CH3:14])[C:6]=1[N+:15]([O-:17])=[O:16]. (2) Given the reactants Cl.Cl.[O:3]1[C:8]2=[CH:9][CH:10]=[CH:11][C:7]2=[CH:6][C:5]([CH:12]2[CH2:17][CH2:16][CH2:15][CH2:14][N:13]2[CH2:18][CH2:19][C@H:20]2[CH2:25][CH2:24][C@H:23]([NH2:26])[CH2:22][CH2:21]2)=[CH:4]1.[CH3:27][N:28]1[CH2:33][CH2:32][N:31]([C:34]2[CH:42]=[CH:41][C:37]([C:38](O)=[O:39])=[CH:36][CH:35]=2)[CH2:30][CH2:29]1, predict the reaction product. The product is: [O:3]1[C:8]2=[CH:9][CH:10]=[CH:11][C:7]2=[CH:6][C:5]([CH:12]2[CH2:17][CH2:16][CH2:15][CH2:14][N:13]2[CH2:18][CH2:19][C@H:20]2[CH2:21][CH2:22][C@H:23]([NH:26][C:38](=[O:39])[C:37]3[CH:36]=[CH:35][C:34]([N:31]4[CH2:30][CH2:29][N:28]([CH3:27])[CH2:33][CH2:32]4)=[CH:42][CH:41]=3)[CH2:24][CH2:25]2)=[CH:4]1.